The task is: Predict which catalyst facilitates the given reaction.. This data is from Catalyst prediction with 721,799 reactions and 888 catalyst types from USPTO. Product: [CH2:1]([O:5][C:6]1[CH:11]=[CH:10][C:9]([S:12]([N:15]([CH2:24][CH2:25][CH2:26][N:32]([CH2:33][CH3:34])[CH2:30][CH3:31])[CH:16]([CH:21]([CH3:23])[CH3:22])[C:17]([O:19][CH3:20])=[O:18])(=[O:14])=[O:13])=[CH:8][CH:7]=1)[C:2]#[C:3][CH3:4]. The catalyst class is: 18. Reactant: [CH2:1]([O:5][C:6]1[CH:11]=[CH:10][C:9]([S:12]([N:15]([CH2:24][CH2:25][CH2:26]Cl)[CH:16]([CH:21]([CH3:23])[CH3:22])[C:17]([O:19][CH3:20])=[O:18])(=[O:14])=[O:13])=[CH:8][CH:7]=1)[C:2]#[C:3][CH3:4].[I-].[Na+].[CH2:30]([NH:32][CH2:33][CH3:34])[CH3:31].